From a dataset of Forward reaction prediction with 1.9M reactions from USPTO patents (1976-2016). Predict the product of the given reaction. (1) The product is: [Cl:1][C:2]1[CH:9]=[CH:8][CH:7]=[CH:6][C:3]=1[CH2:4][NH:5][C:11]1[S:10][CH2:16][C:14](=[O:15])[N:13]=1. Given the reactants [Cl:1][C:2]1[CH:9]=[CH:8][CH:7]=[CH:6][C:3]=1[CH2:4][NH2:5].[S:10]1[CH2:16][C:14](=[O:15])[NH:13][C:11]1=S.CCN(C(C)C)C(C)C, predict the reaction product. (2) Given the reactants [CH3:1][O:2][CH2:3][CH2:4][N:5]1[C:13]2[C:8](=[C:9]([O:14]C(=O)OC(C)(C)C)[CH:10]=[CH:11][CH:12]=2)[CH:7]=[CH:6]1.Cl, predict the reaction product. The product is: [CH3:1][O:2][CH2:3][CH2:4][N:5]1[C:13]2[CH:12]=[CH:11][CH:10]=[C:9]([OH:14])[C:8]=2[CH:7]=[CH:6]1. (3) Given the reactants C1(S(CC2C(C(O)=O)=C(NCCNC(OC(C)(C)C)=O)C(C3C=COC=3)=CC=2)(=O)=O)C=CC=CC=1.[CH2:36]([N:38]([CH2:69][CH3:70])[CH2:39]/[CH:40]=[CH:41]\[C:42]1[CH:47]=[C:46]([F:48])[CH:45]=[CH:44][C:43]=1[S:49]([CH2:52][C:53]1[C:58]([C:59]([O:61]C)=[O:60])=[C:57]([OH:63])[C:56]([C:64]2[CH:68]=[CH:67][O:66][CH:65]=2)=[CH:55][CH:54]=1)(=[O:51])=[O:50])[CH3:37], predict the reaction product. The product is: [CH2:69]([N:38]([CH2:36][CH3:37])[CH2:39]/[CH:40]=[CH:41]\[C:42]1[CH:47]=[C:46]([F:48])[CH:45]=[CH:44][C:43]=1[S:49]([CH2:52][C:53]1[C:58]([C:59]([OH:61])=[O:60])=[C:57]([OH:63])[C:56]([C:64]2[CH:68]=[CH:67][O:66][CH:65]=2)=[CH:55][CH:54]=1)(=[O:51])=[O:50])[CH3:70].